From a dataset of Reaction yield outcomes from USPTO patents with 853,638 reactions. Predict the reaction yield, written as a fraction of the theoretical maximum amount of product (1.0 means a 100% yield; for example, 0.34 means a 34% yield). (1) The reactants are [F:1][C:2]1[CH:11]=[C:10]2[C:5]([CH:6]=[CH:7][C:8](=[O:12])[NH:9]2)=[CH:4][CH:3]=1.[H-].[Na+].Br[CH2:16][CH2:17][CH2:18]Cl.C([O-])([O-])=O.[K+].[K+].[CH2:26]([CH:30]1[CH2:35][CH2:34][NH:33][CH2:32][CH2:31]1)[CH2:27][CH2:28][CH3:29]. The catalyst is CCOCC.O.CCOC(C)=O.CN(C=O)C. The product is [CH2:26]([CH:30]1[CH2:35][CH2:34][N:33]([CH2:16][CH2:17][CH2:18][N:9]2[C:10]3[C:5](=[CH:4][CH:3]=[C:2]([F:1])[CH:11]=3)[CH:6]=[CH:7][C:8]2=[O:12])[CH2:32][CH2:31]1)[CH2:27][CH2:28][CH3:29]. The yield is 0.110. (2) The reactants are [C:1]([Si:5]([CH3:51])([CH3:50])[O:6][CH:7]([C:44]1[CH:49]=[CH:48][CH:47]=[CH:46][CH:45]=1)[CH2:8][CH2:9][CH:10]([CH:25]([C:36]1[CH:41]=[CH:40][C:39](OC)=[CH:38][CH:37]=1)[NH:26][C:27]1[CH:32]=[CH:31][C:30]([N+:33]([O-:35])=[O:34])=[CH:29][CH:28]=1)[C:11](N1C(C2C=CC=CC=2)COC1=O)=[O:12])([CH3:4])([CH3:3])[CH3:2].C[Si](C([Si](C)(C)C)[C:57](N)=[O:58])(C)C.[F-].C([N+](CCCC)(CCCC)CCCC)CCC.C(OC)(C)(C)C. The catalyst is C(O)(=O)C. The product is [C:1]([Si:5]([CH3:51])([CH3:50])[O:6][CH:7]([C:44]1[CH:45]=[CH:46][CH:47]=[CH:48][CH:49]=1)[CH2:8][CH2:9][CH:10]1[CH:25]([C:36]2[CH:37]=[CH:38][CH:39]=[C:40]([O:58][CH3:57])[CH:41]=2)[N:26]([C:27]2[CH:32]=[CH:31][C:30]([N+:33]([O-:35])=[O:34])=[CH:29][CH:28]=2)[C:11]1=[O:12])([CH3:2])([CH3:3])[CH3:4]. The yield is 0.700. (3) The reactants are [CH2:1]([N:7]1[CH2:12][CH:11]2[CH:9]([C:10]2([C:14]2[CH:15]=[C:16]([C:20](=[NH:24])OCC)[CH:17]=[CH:18][CH:19]=2)[CH3:13])[C:8]1=[O:25])[CH2:2][CH2:3][CH2:4][CH2:5][CH3:6].[CH:26]([NH:28][NH2:29])=O. The catalyst is CO. The product is [CH2:1]([N:7]1[CH2:12][CH:11]2[CH:9]([C:10]2([CH3:13])[C:14]2[CH:19]=[CH:18][CH:17]=[C:16]([C:20]3[NH:24][CH:26]=[N:28][N:29]=3)[CH:15]=2)[C:8]1=[O:25])[CH2:2][CH2:3][CH2:4][CH2:5][CH3:6]. The yield is 0.640.